From a dataset of Forward reaction prediction with 1.9M reactions from USPTO patents (1976-2016). Predict the product of the given reaction. (1) Given the reactants [CH2:1]([NH:5][CH2:6][C:7]1[S:8][C:9]([C:12]2[CH:17]=[CH:16][CH:15]=[C:14]([S:18]([CH3:21])(=[O:20])=[O:19])[CH:13]=2)=[CH:10][CH:11]=1)[CH:2]([CH3:4])[CH3:3].[Cl:22][C:23]1[CH:28]=[CH:27][CH:26]=[C:25]([Cl:29])[C:24]=1[S:30](Cl)(=[O:32])=[O:31].C(N(CC)C(C)C)(C)C, predict the reaction product. The product is: [Cl:22][C:23]1[CH:28]=[CH:27][CH:26]=[C:25]([Cl:29])[C:24]=1[S:30]([N:5]([CH2:1][CH:2]([CH3:4])[CH3:3])[CH2:6][C:7]1[S:8][C:9]([C:12]2[CH:17]=[CH:16][CH:15]=[C:14]([S:18]([CH3:21])(=[O:20])=[O:19])[CH:13]=2)=[CH:10][CH:11]=1)(=[O:32])=[O:31]. (2) Given the reactants [CH2:1]([O:3][C:4]([CH:6]1[CH2:11][CH2:10][CH2:9][N:8]([CH2:12][CH:13]2[O:18][C:17]3[CH:19]=[CH:20][CH:21]=[CH:22][C:16]=3[O:15][CH2:14]2)[CH2:7]1)=[O:5])[CH3:2].[Li+].CC([N-]C(C)C)C.C1C=CC(S(N(S(C2C=CC=CC=2)(=O)=O)[F:41])(=O)=O)=CC=1, predict the reaction product. The product is: [CH2:1]([O:3][C:4]([C:6]1([F:41])[CH2:11][CH2:10][CH2:9][N:8]([CH2:12][CH:13]2[O:18][C:17]3[CH:19]=[CH:20][CH:21]=[CH:22][C:16]=3[O:15][CH2:14]2)[CH2:7]1)=[O:5])[CH3:2]. (3) Given the reactants C([O:5][CH2:6][CH2:7][CH2:8][N:9]([C:26]1[CH:31]=[CH:30][C:29]([NH:32][C:33]([NH:35][C:36]2[CH:41]=[CH:40][CH:39]=[CH:38][CH:37]=2)=[O:34])=[CH:28][C:27]=1[O:42][CH3:43])[S:10]([C:13]1[CH:14]=[C:15]([C:19]2[CH:24]=[CH:23][C:22]([F:25])=[CH:21][CH:20]=2)[CH:16]=[CH:17][CH:18]=1)(=[O:12])=[O:11])(C)(C)C.C(O)(C(F)(F)F)=O, predict the reaction product. The product is: [OH:5][CH2:6][CH2:7][CH2:8][N:9]([C:26]1[CH:31]=[CH:30][C:29]([NH:32][C:33]([NH:35][C:36]2[CH:37]=[CH:38][CH:39]=[CH:40][CH:41]=2)=[O:34])=[CH:28][C:27]=1[O:42][CH3:43])[S:10]([C:13]1[CH:14]=[C:15]([C:19]2[CH:24]=[CH:23][C:22]([F:25])=[CH:21][CH:20]=2)[CH:16]=[CH:17][CH:18]=1)(=[O:11])=[O:12]. (4) Given the reactants Cl.[CH3:2][NH:3][CH2:4][CH2:5][NH:6][S:7]([C:10]1[CH:15]=[C:14]([S:16]([C:19]2[CH:24]=[CH:23][CH:22]=[CH:21][CH:20]=2)(=[O:18])=[O:17])[CH:13]=[CH:12][C:11]=1[C:25]([F:28])([F:27])[F:26])(=[O:9])=[O:8].[C:29]1([N:35]=[C:36]=[O:37])[CH:34]=[CH:33][CH:32]=[CH:31][CH:30]=1.C(N(C(C)C)CC)(C)C, predict the reaction product. The product is: [NH:35]([C:36]([N:3]([CH3:2])[CH2:4][CH2:5][NH:6][S:7]([C:10]1[CH:15]=[C:14]([S:16]([C:19]2[CH:24]=[CH:23][CH:22]=[CH:21][CH:20]=2)(=[O:17])=[O:18])[CH:13]=[CH:12][C:11]=1[C:25]([F:27])([F:28])[F:26])(=[O:8])=[O:9])=[O:37])[C:29]1[CH:34]=[CH:33][CH:32]=[CH:31][CH:30]=1. (5) Given the reactants [CH3:1][N:2]1[CH2:7][CH2:6][N:5]([C:8]2[CH:13]=[CH:12][C:11]([N+:14]([O-:16])=[O:15])=[CH:10][C:9]=2[CH2:17][OH:18])[CH2:4][CH2:3]1.[Cl-].[NH4+].[OH2:21].[CH3:22]O, predict the reaction product. The product is: [CH3:1][N:2]1[CH2:3][CH2:4][N:5]([C:8]2[CH:13]=[CH:12][C:11]([N+:14]([O-:16])=[O:15])=[CH:10][C:9]=2[C:17]([O:21][CH3:22])=[O:18])[CH2:6][CH2:7]1. (6) Given the reactants Br[C:2]1[CH:7]=[CH:6][C:5]([S:8][CH2:9][CH3:10])=[CH:4][CH:3]=1.C([Li])CCC.[Si:16]([O:23][CH2:24]/[CH:25]=[N:26]/[S@@:27]([C:29]([CH3:32])([CH3:31])[CH3:30])=[O:28])([C:19]([CH3:22])([CH3:21])[CH3:20])([CH3:18])[CH3:17], predict the reaction product. The product is: [Si:16]([O:23][CH2:24][C@H:25]([NH:26][S@@:27]([C:29]([CH3:32])([CH3:31])[CH3:30])=[O:28])[C:2]1[CH:7]=[CH:6][C:5]([S:8][CH2:9][CH3:10])=[CH:4][CH:3]=1)([C:19]([CH3:22])([CH3:21])[CH3:20])([CH3:18])[CH3:17]. (7) The product is: [CH:1]1([S:4]([NH:7][CH:8]2[CH2:12][C:11]([F:28])([C:13]([O:15][CH2:16][CH3:17])=[O:14])[CH:10]([CH2:18][CH3:19])[CH2:9]2)(=[O:6])=[O:5])[CH2:2][CH2:3]1. Given the reactants [CH:1]1([S:4]([NH:7][CH:8]2[CH2:12][CH:11]([C:13]([O:15][CH2:16][CH3:17])=[O:14])[CH:10]([CH2:18][CH3:19])[CH2:9]2)(=[O:6])=[O:5])[CH2:3][CH2:2]1.[Li+].CC([N-]C(C)C)C.[F:28]N(S(C1C=CC=CC=1)(=O)=O)S(C1C=CC=CC=1)(=O)=O.[NH4+].[Cl-], predict the reaction product.